This data is from Peptide-MHC class I binding affinity with 185,985 pairs from IEDB/IMGT. The task is: Regression. Given a peptide amino acid sequence and an MHC pseudo amino acid sequence, predict their binding affinity value. This is MHC class I binding data. (1) The peptide sequence is TVEKAVAT. The MHC is Mamu-B03 with pseudo-sequence Mamu-B03. The binding affinity (normalized) is 0. (2) The peptide sequence is MSPALFFTF. The MHC is HLA-B51:01 with pseudo-sequence HLA-B51:01. The binding affinity (normalized) is 0.322. (3) The peptide sequence is NTIEELSGY. The MHC is HLA-A24:03 with pseudo-sequence HLA-A24:03. The binding affinity (normalized) is 0.0847. (4) The peptide sequence is ILVRFNYLA. The MHC is HLA-B27:05 with pseudo-sequence HLA-B27:05. The binding affinity (normalized) is 0.0847. (5) The peptide sequence is LSSRAKLALD. The MHC is HLA-B58:01 with pseudo-sequence HLA-B58:01. The binding affinity (normalized) is 0.455. (6) The peptide sequence is HLDELTTTL. The MHC is HLA-B51:01 with pseudo-sequence HLA-B51:01. The binding affinity (normalized) is 0.213. (7) The peptide sequence is KSFSTHHHM. The MHC is HLA-E01:01 with pseudo-sequence HLA-E01:03. The binding affinity (normalized) is 0.0847. (8) The peptide sequence is EIKPKFCLI. The binding affinity (normalized) is 0.641. The MHC is HLA-A68:02 with pseudo-sequence HLA-A68:02. (9) The peptide sequence is ITFLRPVLKA. The MHC is HLA-A02:01 with pseudo-sequence HLA-A02:01. The binding affinity (normalized) is 0.